From a dataset of Full USPTO retrosynthesis dataset with 1.9M reactions from patents (1976-2016). Predict the reactants needed to synthesize the given product. Given the product [O:22]1[CH:26]=[CH:25][C:24]([C:27]([N:1]2[CH2:2][CH2:3][C:4]3([O:11][C:10]4[C:12]5[C:17]([C:18](=[O:21])[C:19](=[O:20])[C:9]=4[S:8][CH2:7]3)=[CH:16][CH:15]=[CH:14][CH:13]=5)[CH2:5][CH2:6]2)=[O:28])=[CH:23]1, predict the reactants needed to synthesize it. The reactants are: [NH:1]1[CH2:6][CH2:5][C:4]2([O:11][C:10]3[C:12]4[C:17]([C:18](=[O:21])[C:19](=[O:20])[C:9]=3[S:8][CH2:7]2)=[CH:16][CH:15]=[CH:14][CH:13]=4)[CH2:3][CH2:2]1.[O:22]1[CH:26]=[CH:25][C:24]([C:27](Cl)=[O:28])=[CH:23]1.